From a dataset of Reaction yield outcomes from USPTO patents with 853,638 reactions. Predict the reaction yield, written as a fraction of the theoretical maximum amount of product (1.0 means a 100% yield; for example, 0.34 means a 34% yield). The reactants are I[C:2]1[N:3]=[CH:4][N:5](C(C2C=CC=CC=2)(C2C=CC=CC=2)C2C=CC=CC=2)[CH:6]=1.C([Mg]Br)C.Br[C:31]1[CH:32]=[CH:33][C:34]([F:37])=[N:35][CH:36]=1. The catalyst is C1COCC1.[Cl-].[Zn+2].[Cl-].C1C=CC([P]([Pd]([P](C2C=CC=CC=2)(C2C=CC=CC=2)C2C=CC=CC=2)([P](C2C=CC=CC=2)(C2C=CC=CC=2)C2C=CC=CC=2)[P](C2C=CC=CC=2)(C2C=CC=CC=2)C2C=CC=CC=2)(C2C=CC=CC=2)C2C=CC=CC=2)=CC=1. The product is [F:37][C:34]1[CH:33]=[CH:32][C:31]([C:2]2[N:3]=[CH:4][NH:5][CH:6]=2)=[CH:36][N:35]=1. The yield is 0.460.